From a dataset of Forward reaction prediction with 1.9M reactions from USPTO patents (1976-2016). Predict the product of the given reaction. (1) Given the reactants [CH3:1][O:2][C:3]1[CH:8]=[CH:7][CH:6]=[CH:5][C:4]=1[N:9]1[CH2:14][CH2:13][O:12][CH2:11][CH2:10]1.[Cl:15][S:16](O)(=[O:18])=[O:17], predict the reaction product. The product is: [CH3:1][O:2][C:3]1[CH:8]=[CH:7][C:6]([S:16]([Cl:15])(=[O:18])=[O:17])=[CH:5][C:4]=1[N:9]1[CH2:14][CH2:13][O:12][CH2:11][CH2:10]1. (2) Given the reactants Cl.[CH3:2][C:3]1[C:9]([O:10][CH3:11])=[CH:8][CH:7]=[CH:6][C:4]=1[NH2:5].C(O)(=O)CC(O)=O.[Cl:19][C:20]1[CH:29]=[C:28]([Cl:30])C2C(=C(Cl)C(OC)=CC=2)N=1, predict the reaction product. The product is: [Cl:19][C:20]1[CH:29]=[C:28]([Cl:30])[C:6]2[C:4](=[C:3]([CH3:2])[C:9]([O:10][CH3:11])=[CH:8][CH:7]=2)[N:5]=1. (3) Given the reactants FC(F)(F)C(O)=O.[F:8][C:9]1[CH:14]=[C:13]([N:15]2[CH:19]=[N:18][N:17]=[N:16]2)[CH:12]=[CH:11][C:10]=1[C:20]1[CH:21]=[CH:22][C:23]2[O:27][C:26]([CH:28]3[CH2:33][CH2:32][NH:31][CH2:30][CH2:29]3)=[N:25][C:24]=2[CH:34]=1.Cl[C:36]([O:38][CH:39]([CH3:41])[CH3:40])=[O:37].C1(C)C=CC=CC=1, predict the reaction product. The product is: [F:8][C:9]1[CH:14]=[C:13]([N:15]2[CH:19]=[N:18][N:17]=[N:16]2)[CH:12]=[CH:11][C:10]=1[C:20]1[CH:21]=[CH:22][C:23]2[O:27][C:26]([CH:28]3[CH2:29][CH2:30][N:31]([C:36]([O:38][CH:39]([CH3:41])[CH3:40])=[O:37])[CH2:32][CH2:33]3)=[N:25][C:24]=2[CH:34]=1. (4) Given the reactants C[Si](C=[N+]=[N-])(C)C.[CH3:8]COCC.[Br:13][C:14]1[C:15]([CH3:22])=[C:16]([C:19]([OH:21])=[O:20])[S:17][CH:18]=1.C(O)(=O)C, predict the reaction product. The product is: [CH3:8][O:20][C:19]([C:16]1[S:17][CH:18]=[C:14]([Br:13])[C:15]=1[CH3:22])=[O:21]. (5) Given the reactants [CH2:1]=[CH:2][CH:3]([OH:6])[CH:4]=[CH2:5].[F:7][CH2:8][CH:9]([NH2:12])[CH2:10][F:11].[N-]=C=O, predict the reaction product. The product is: [F:7][CH2:8][CH:9]([N:12]1[CH2:5][CH2:4][C:3](=[O:6])[CH2:2][CH2:1]1)[CH2:10][F:11]. (6) Given the reactants [C:1]([NH:6][C@H:7]([C:29]([NH:31][CH2:32][CH2:33][S:34][C:35](=[O:39])[CH:36]([CH3:38])[CH3:37])=[O:30])[CH2:8][S:9]C(C1C=CC=CC=1)(C1C=CC=CC=1)C1C=CC=CC=1)(=[O:5])[CH:2]([CH3:4])[CH3:3].C(N[C@H](C(NCCSC(=O)C)=O)CS)(=O)C.C(Cl)Cl.CCOCC.C(Cl)(Cl)Cl, predict the reaction product. The product is: [C:1]([NH:6][C@H:7]([C:29]([NH:31][CH2:32][CH2:33][S:34][C:35](=[O:39])[CH:36]([CH3:38])[CH3:37])=[O:30])[CH2:8][SH:9])(=[O:5])[CH:2]([CH3:3])[CH3:4]. (7) The product is: [CH3:22][N:23]([CH3:24])[C:2]1[C:11]2[C:6](=[CH:7][CH:8]=[C:9]3[S:14][C:13]([CH3:15])=[N:12][C:10]3=2)[N:5]=[C:4]([C:16]2[CH:17]=[N:18][CH:19]=[CH:20][CH:21]=2)[CH:3]=1. Given the reactants Cl[C:2]1[C:11]2[C:6](=[CH:7][CH:8]=[C:9]3[S:14][C:13]([CH3:15])=[N:12][C:10]3=2)[N:5]=[C:4]([C:16]2[CH:17]=[N:18][CH:19]=[CH:20][CH:21]=2)[CH:3]=1.[CH3:22][NH:23][CH3:24], predict the reaction product. (8) Given the reactants Cl[C:2]1[CH:7]=[CH:6][C:5]([F:8])=[C:4]([CH3:9])[C:3]=1[O:10][CH3:11].[NH2-].[Na+].[CH2:14]([NH2:21])[C:15]1[CH:20]=[CH:19][CH:18]=[CH:17][CH:16]=1, predict the reaction product. The product is: [CH2:14]([NH:21][C:7]1[CH:2]=[C:3]([O:10][CH3:11])[C:4]([CH3:9])=[C:5]([F:8])[CH:6]=1)[C:15]1[CH:20]=[CH:19][CH:18]=[CH:17][CH:16]=1. (9) The product is: [Cl:1][C:2]1[CH:3]=[N:4][C:5]2[N:6]([N:8]=[C:9]([C:11]([N:26]3[CH2:25][CH2:24][N:23]4[C:19]([C:15]5[O:14][CH:18]=[CH:17][CH:16]=5)=[N:20][N:21]=[C:22]4[CH2:27]3)=[O:13])[CH:10]=2)[CH:7]=1. Given the reactants [Cl:1][C:2]1[CH:3]=[N:4][C:5]2[N:6]([N:8]=[C:9]([C:11]([OH:13])=O)[CH:10]=2)[CH:7]=1.[O:14]1[CH:18]=[CH:17][CH:16]=[C:15]1[C:19]1[N:23]2[CH2:24][CH2:25][NH:26][CH2:27][C:22]2=[N:21][N:20]=1, predict the reaction product. (10) The product is: [CH3:26][O:25][N:24]([CH3:23])[C:18]([C:17]1[CH:16]=[CH:15][C:14]([CH:11]2[CH2:10][CH2:9][N:8]([C:6]([O:5][C:1]([CH3:3])([CH3:2])[CH3:4])=[O:7])[CH2:13][CH2:12]2)=[CH:22][CH:21]=1)=[O:19]. Given the reactants [C:1]([O:5][C:6]([N:8]1[CH2:13][CH2:12][CH:11]([C:14]2[CH:22]=[CH:21][C:17]([C:18](O)=[O:19])=[CH:16][CH:15]=2)[CH2:10][CH2:9]1)=[O:7])([CH3:4])([CH3:3])[CH3:2].[CH3:23][NH:24][O:25][CH3:26].ON1C2C=CC=CC=2N=N1.Cl.C(N=C=NCCCN(C)C)C, predict the reaction product.